This data is from Full USPTO retrosynthesis dataset with 1.9M reactions from patents (1976-2016). The task is: Predict the reactants needed to synthesize the given product. (1) Given the product [NH:22]1[CH2:23][CH:20]([C:16]2[CH:15]=[C:14]([NH:13][S:10]([C:7]3[S:6][C:5]4[CH:31]=[CH:32][C:2]([Cl:1])=[CH:3][C:4]=4[C:8]=3[CH3:9])(=[O:12])=[O:11])[CH:19]=[CH:18][CH:17]=2)[CH2:21]1, predict the reactants needed to synthesize it. The reactants are: [Cl:1][C:2]1[CH:32]=[CH:31][C:5]2[S:6][C:7]([S:10]([NH:13][C:14]3[CH:15]=[C:16]([CH:20]4[CH2:23][N:22](C(OC(C)(C)C)=O)[CH2:21]4)[CH:17]=[CH:18][CH:19]=3)(=[O:12])=[O:11])=[C:8]([CH3:9])[C:4]=2[CH:3]=1. (2) Given the product [O:15]1[C:16]2[CH:17]=[CH:18][C:10]([CH2:9][NH:19][C:4](=[N:3][C:1]#[N:2])[S:5][CH3:6])=[CH:11][C:12]=2[O:13][CH2:14]1, predict the reactants needed to synthesize it. The reactants are: [C:1]([N:3]=[C:4](SC)[S:5][CH3:6])#[N:2].[CH2:9]([NH2:19])[C:10]1[CH:18]=[CH:17][C:16]2[O:15][CH2:14][O:13][C:12]=2[CH:11]=1. (3) Given the product [Br:27][C:22]1[C:21]([N:1]2[CH2:5][CH2:4][CH2:3][CH2:2]2)=[N:26][CH:25]=[C:24]([Br:12])[N:23]=1, predict the reactants needed to synthesize it. The reactants are: [N:1]1(C2C=NC=CN=2)[CH2:5][CH2:4][CH2:3][CH2:2]1.[Br:12]N1C(=O)CCC1=O.Br[C:21]1[C:22]([Br:27])=[N:23][CH:24]=[CH:25][N:26]=1. (4) The reactants are: C(OCC)(=O)C.[CH3:7][N:8]1[CH:16]=[C:15]2[C:10]([C:11]([C:20]3[CH:25]=[CH:24][CH:23]=[CH:22][CH:21]=3)=[CH:12][C:13]([N+:17]([O-])=O)=[CH:14]2)=[N:9]1. Given the product [CH3:7][N:8]1[CH:16]=[C:15]2[C:10]([C:11]([C:20]3[CH:21]=[CH:22][CH:23]=[CH:24][CH:25]=3)=[CH:12][C:13]([NH2:17])=[CH:14]2)=[N:9]1, predict the reactants needed to synthesize it. (5) The reactants are: [F:1][C:2]([F:7])([F:6])[C:3]([OH:5])=[O:4].[F:8][C:9]([F:14])([F:13])[C:10]([OH:12])=[O:11].FC(F)(F)C(O)=O.[Cl:22][C:23]1[CH:24]=[N:25][C:26]2[NH:27][C:28]3[CH:29]=[N:30][CH:31]=[C:32]([CH:54]=3)[CH2:33][CH2:34][C:35]3[CH:43]=[C:39]([NH:40][C:41]=1[N:42]=2)[CH:38]=[CH:37][C:36]=3[NH:44][C:45](=[O:53])[CH2:46][CH:47]1[CH2:52][CH2:51][NH:50][CH2:49][CH2:48]1.[O:55]1[CH:59]=[CH:58][N:57]=[C:56]1[C:60](O)=[O:61]. Given the product [F:1][C:2]([F:7])([F:6])[C:3]([OH:5])=[O:4].[F:8][C:9]([F:14])([F:13])[C:10]([OH:12])=[O:11].[Cl:22][C:23]1[CH:24]=[N:25][C:26]2[NH:27][C:28]3[CH:29]=[N:30][CH:31]=[C:32]([CH:54]=3)[CH2:33][CH2:34][C:35]3[CH:43]=[C:39]([NH:40][C:41]=1[N:42]=2)[CH:38]=[CH:37][C:36]=3[NH:44][C:45](=[O:53])[CH2:46][CH:47]1[CH2:52][CH2:51][N:50]([C:60]([C:56]2[O:55][CH:59]=[CH:58][N:57]=2)=[O:61])[CH2:49][CH2:48]1, predict the reactants needed to synthesize it. (6) Given the product [C:11]([O:14][CH2:9][C:1]1[CH:6]=[CH:5][CH:4]=[C:3]([CH2:7][O:14][C:11](=[O:13])[CH3:12])[CH:2]=1)(=[O:13])[CH3:12], predict the reactants needed to synthesize it. The reactants are: [C:1]1([CH2:9]Cl)[CH:6]=[CH:5][CH:4]=[C:3]([CH2:7]Cl)[CH:2]=1.[C:11]([O-:14])(=[O:13])[CH3:12].[K+].